Dataset: Reaction yield outcomes from USPTO patents with 853,638 reactions. Task: Predict the reaction yield, written as a fraction of the theoretical maximum amount of product (1.0 means a 100% yield; for example, 0.34 means a 34% yield). (1) The reactants are C([O:8][C:9]1[CH:18]=[C:17]2[C:12]([C:13]([NH:21][C:22]3[CH:27]=[CH:26][C:25]([NH:28][C:29](=[O:36])[C:30]4[CH:35]=[CH:34][CH:33]=[CH:32][CH:31]=4)=[CH:24][CH:23]=3)=[C:14]([C:19]#[N:20])[CH:15]=[N:16]2)=[CH:11][C:10]=1[O:37][CH3:38])C1C=CC=CC=1. The catalyst is C1CCCCC=1.CCO.[Pd]. The product is [C:19]([C:14]1[CH:15]=[N:16][C:17]2[C:12]([C:13]=1[NH:21][C:22]1[CH:23]=[CH:24][C:25]([NH:28][C:29](=[O:36])[C:30]3[CH:35]=[CH:34][CH:33]=[CH:32][CH:31]=3)=[CH:26][CH:27]=1)=[CH:11][C:10]([O:37][CH3:38])=[C:9]([OH:8])[CH:18]=2)#[N:20]. The yield is 0.890. (2) The reactants are Br[CH:2]1[CH2:7][CH2:6][CH2:5][C:4]([C:8]([O:10][CH3:11])=[O:9])=[CH:3]1.C([O-])([O-])=O.[K+].[K+].[C:18]1([SH:24])[CH:23]=[CH:22][CH:21]=[CH:20][CH:19]=1. The yield is 0.700. The catalyst is CN(C=O)C.C([O-])(O)=O.[Na+]. The product is [C:18]1([S:24][CH:2]2[CH2:7][CH2:6][CH2:5][C:4]([C:8]([O:10][CH3:11])=[O:9])=[CH:3]2)[CH:23]=[CH:22][CH:21]=[CH:20][CH:19]=1.